This data is from Full USPTO retrosynthesis dataset with 1.9M reactions from patents (1976-2016). The task is: Predict the reactants needed to synthesize the given product. (1) Given the product [F:25][C:13]1[CH:14]=[C:15]([CH3:24])[C:16]([S:18][CH2:19][C:20]([F:23])([F:21])[F:22])=[CH:17][C:12]=1[N:5]1[C:6]([O:10][CH3:11])=[CH:7][C:8]([OH:9])=[N:4]1, predict the reactants needed to synthesize it. The reactants are: C([N:4]1[C:8](=[O:9])[CH:7]=[C:6]([O:10][CH3:11])[N:5]1[C:12]1[CH:17]=[C:16]([S:18][CH2:19][C:20]([F:23])([F:22])[F:21])[C:15]([CH3:24])=[CH:14][C:13]=1[F:25])(=O)C.[OH-].[K+].Cl. (2) Given the product [NH2:8][C@H:9]([C:15]([O:17][CH3:18])=[O:16])[CH2:10][CH2:11][C:12]([NH:53][C:54]1[CH:55]=[C:56]([S:60]([OH:63])(=[O:61])=[O:62])[CH:57]=[CH:58][CH:59]=1)=[O:14], predict the reactants needed to synthesize it. The reactants are: CC(OC([NH:8][C@H:9]([C:15]([O:17][CH3:18])=[O:16])[CH2:10][CH2:11][C:12]([OH:14])=O)=O)(C)C.F[P-](F)(F)(F)(F)F.N1(OC(N(C)C)=[N+](C)C)C2N=CC=CC=2N=N1.C1C=NC2N(O)N=NC=2C=1.[NH2:53][C:54]1[CH:55]=[C:56]([S:60]([OH:63])(=[O:62])=[O:61])[CH:57]=[CH:58][CH:59]=1. (3) Given the product [Cl:23][C:24]1[N:25]=[C:26]([N:2]2[CH2:5][CH:4]([NH:6][C:7](=[O:13])[O:8][C:9]([CH3:10])([CH3:12])[CH3:11])[CH2:3]2)[CH:27]=[N:28][CH:29]=1, predict the reactants needed to synthesize it. The reactants are: Cl.[NH:2]1[CH2:5][CH:4]([NH:6][C:7](=[O:13])[O:8][C:9]([CH3:12])([CH3:11])[CH3:10])[CH2:3]1.CCN(C(C)C)C(C)C.[Cl:23][C:24]1[CH:29]=[N:28][CH:27]=[C:26](Cl)[N:25]=1.